From a dataset of Forward reaction prediction with 1.9M reactions from USPTO patents (1976-2016). Predict the product of the given reaction. (1) Given the reactants [NH:1]1[CH2:6][CH2:5][CH:4]([C:7]2[NH:8][C:9]([C:23]3[CH:28]=[CH:27][N:26]=[CH:25][CH:24]=3)=[C:10]([C:12]3[CH:13]=[C:14]4[C:18](=[CH:19][CH:20]=3)[C:17](=[N:21][OH:22])[CH2:16][CH2:15]4)[N:11]=2)[CH2:3][CH2:2]1.[O:29]1[CH:33]=[CH:32][C:31]([CH:34]=O)=[CH:30]1.C([BH3-])#N.C[NH+](C)C.C(O)(=O)C, predict the reaction product. The product is: [O:29]1[CH:33]=[CH:32][C:31]([CH2:34][N:1]2[CH2:2][CH2:3][CH:4]([C:7]3[NH:8][C:9]([C:23]4[CH:28]=[CH:27][N:26]=[CH:25][CH:24]=4)=[C:10]([C:12]4[CH:13]=[C:14]5[C:18](=[CH:19][CH:20]=4)[C:17](=[N:21][OH:22])[CH2:16][CH2:15]5)[N:11]=3)[CH2:5][CH2:6]2)=[CH:30]1. (2) Given the reactants [Br:1][C:2]1[CH:3]=[C:4]([CH:7]=[C:8]([Cl:10])[CH:9]=1)[CH:5]=O.[CH:11]1([NH2:14])[CH2:13][CH2:12]1.C([BH3-])#N.[Na+].C(O)(=O)C, predict the reaction product. The product is: [Br:1][C:2]1[CH:3]=[C:4]([CH2:5][NH:14][CH:11]2[CH2:13][CH2:12]2)[CH:7]=[C:8]([Cl:10])[CH:9]=1. (3) The product is: [Br:13][C:14]1[CH:19]=[CH:18][C:17]([O:20][CH2:3][C:2]([F:6])([F:5])[F:1])=[C:16]([Cl:21])[CH:15]=1. Given the reactants [F:1][C:2]([F:6])([F:5])[CH2:3]I.C(=O)([O-])[O-].[K+].[K+].[Br:13][C:14]1[CH:19]=[CH:18][C:17]([OH:20])=[C:16]([Cl:21])[CH:15]=1.O, predict the reaction product.